The task is: Predict the reaction yield, written as a fraction of the theoretical maximum amount of product (1.0 means a 100% yield; for example, 0.34 means a 34% yield).. This data is from Reaction yield outcomes from USPTO patents with 853,638 reactions. (1) The reactants are [NH2:1][C:2]1[N:7]=[CH:6][C:5]([C:8]([N:10]2[CH2:15][CH2:14][O:13][CH2:12][CH2:11]2)=[O:9])=[CH:4][CH:3]=1.Br[C:17]1[C:22](=[O:23])[N:21]([CH3:24])[C:20]2[CH2:25][CH:26]([O:50][Si:51]([C:54]([CH3:57])([CH3:56])[CH3:55])([CH3:53])[CH3:52])[CH2:27][C:28]3[C:33]([N:34]4[N:43]=[CH:42][C:41]5[C:36](=[C:37]([F:48])[CH:38]=[C:39]([C:44]([CH3:47])([CH3:46])[CH3:45])[CH:40]=5)[C:35]4=[O:49])=[CH:32][CH:31]=[CH:30][C:29]=3[C:19]=2[CH:18]=1.C(=O)([O-])[O-].[Cs+].[Cs+].C1(P(C2C=CC=CC=2)C2C3OC4C(=CC=CC=4P(C4C=CC=CC=4)C4C=CC=CC=4)C(C)(C)C=3C=CC=2)C=CC=CC=1. The catalyst is O1CCOCC1.ClCCl.C1C=CC(/C=C/C(/C=C/C2C=CC=CC=2)=O)=CC=1.C1C=CC(/C=C/C(/C=C/C2C=CC=CC=2)=O)=CC=1.[Pd].CO. The product is [Si:51]([O:50][CH:26]1[CH2:25][C:20]2[N:21]([CH3:24])[C:22](=[O:23])[C:17]([NH:1][C:2]3[CH:3]=[CH:4][C:5]([C:8]([N:10]4[CH2:15][CH2:14][O:13][CH2:12][CH2:11]4)=[O:9])=[CH:6][N:7]=3)=[CH:18][C:19]=2[C:29]2[CH:30]=[CH:31][CH:32]=[C:33]([N:34]3[N:43]=[CH:42][C:41]4[C:36](=[C:37]([F:48])[CH:38]=[C:39]([C:44]([CH3:47])([CH3:46])[CH3:45])[CH:40]=4)[C:35]3=[O:49])[C:28]=2[CH2:27]1)([C:54]([CH3:57])([CH3:55])[CH3:56])([CH3:53])[CH3:52]. The yield is 0.830. (2) The product is [N:20]1([CH2:19][C:15]2[CH:16]=[C:17]3[N:18]=[C:10]([C:5]4[CH:6]=[CH:7][CH:8]=[CH:9][C:4]=4[NH2:1])[S:11][C:12]3=[N:13][CH:14]=2)[CH2:21][CH2:22][CH2:23][CH2:24]1. The yield is 0.980. The catalyst is C(Cl)Cl.[Fe]. The reactants are [N+:1]([C:4]1[CH:9]=[CH:8][CH:7]=[CH:6][C:5]=1[C:10]1[S:11][C:12]2[C:17]([N:18]=1)=[CH:16][C:15]([CH2:19][N:20]1[CH2:24][CH2:23][CH2:22][CH2:21]1)=[CH:14][N:13]=2)([O-])=O.C(O)(=O)C.C([O-])([O-])=O.[Na+].[Na+]. (3) The reactants are [C:1]([C:4]1[C:22](=[O:23])[C@@:8]2([CH3:24])[C:9]3[C:15]([OH:16])=[CH:14][C:13]([O:17][CH3:18])=[C:12]([C:19]([NH2:21])=[O:20])[C:10]=3[O:11][C:7]2=[CH:6][C:5]=1[OH:25])(=[O:3])[CH3:2].[CH3:26][O:27][C:28]1[CH:35]=[CH:34][C:31]([CH:32]=O)=[C:30]([CH3:36])[C:29]=1[CH3:37].C([SiH](CC)CC)C.FC(F)(F)C(O)=O. The catalyst is C(#N)C. The product is [C:1]([C:4]1[C:22](=[O:23])[C@@:8]2([CH3:24])[C:9]3[C:15]([OH:16])=[CH:14][C:13]([O:17][CH3:18])=[C:12]([C:19]([NH:21][CH2:32][C:31]4[CH:34]=[CH:35][C:28]([O:27][CH3:26])=[C:29]([CH3:37])[C:30]=4[CH3:36])=[O:20])[C:10]=3[O:11][C:7]2=[CH:6][C:5]=1[OH:25])(=[O:3])[CH3:2]. The yield is 0.400. (4) The reactants are Cl[C:2]1[N:7]=[C:6]([CH3:8])[N:5]=[C:4]([S:9][CH3:10])[N:3]=1.[IH:11]. The catalyst is C(Cl)Cl. The product is [I:11][C:2]1[N:7]=[C:6]([CH3:8])[N:5]=[C:4]([S:9][CH3:10])[N:3]=1. The yield is 0.654. (5) The reactants are COC(=O)C1C=CC([CH2:10][N:11](CC2C=CC=CC=2)S(C2C=CC(Cl)=CC=2)(=O)=O)=CC=1.N1C=[CH:34][CH:33]=[CH:32][C:31]=1[CH2:36][NH:37][CH2:38][C:39]1[CH:48]=[CH:47][C:42]([C:43]([O:45][CH3:46])=[O:44])=[CH:41][CH:40]=1.[Cl:49][C:50]1[CH:51]=[C:52]([S:57](Cl)(=[O:59])=[O:58])[CH:53]=[CH:54][C:55]=1[Cl:56]. No catalyst specified. The product is [Cl:49][C:50]1[CH:51]=[C:52]([S:57]([N:37]([CH2:38][C:39]2[CH:40]=[CH:41][C:42]([C:43]([O:45][CH3:46])=[O:44])=[CH:47][CH:48]=2)[CH2:36][C:31]2[CH:10]=[N:11][CH:34]=[CH:33][CH:32]=2)(=[O:59])=[O:58])[CH:53]=[CH:54][C:55]=1[Cl:56]. The yield is 0.950. (6) The reactants are BrCCBr.Cl[Si](C)(C)C.I[CH:11]1[CH2:14][N:13]([C:15]([O:17][C:18]([CH3:21])([CH3:20])[CH3:19])=[O:16])[CH2:12]1.[Cl:22][C:23]1[C:28]([Cl:29])=[CH:27][C:26]([C:30](=[O:32])[CH3:31])=[C:25]([O:33][CH3:34])[C:24]=1I. The catalyst is CN(C)C=O.[Zn].C1C=CC(/C=C/C(/C=C/C2C=CC=CC=2)=O)=CC=1.C1C=CC(/C=C/C(/C=C/C2C=CC=CC=2)=O)=CC=1.C1C=CC(/C=C/C(/C=C/C2C=CC=CC=2)=O)=CC=1.[Pd].[Pd].O1C=CC=C1P(C1OC=CC=1)C1OC=CC=1. The product is [C:30]([C:26]1[C:25]([O:33][CH3:34])=[C:24]([CH:11]2[CH2:14][N:13]([C:15]([O:17][C:18]([CH3:21])([CH3:20])[CH3:19])=[O:16])[CH2:12]2)[C:23]([Cl:22])=[C:28]([Cl:29])[CH:27]=1)(=[O:32])[CH3:31]. The yield is 0.770. (7) The reactants are [C:1]([C:5]1[CH:17]=[CH:16][C:8]2[O:9][CH:10]([C:13]([OH:15])=O)[CH2:11][O:12][C:7]=2[CH:6]=1)([CH3:4])([CH3:3])[CH3:2].[N:18]1[C:27]2[C:22](=[CH:23][CH:24]=[CH:25][CH:26]=2)[C:21]([CH2:28][NH2:29])=[CH:20][CH:19]=1.F[P-](F)(F)(F)(F)F.C[N+](C)=C(N(C)C)ON1C2N=CC=CC=2N=N1.C(N(CC)C(C)C)(C)C. The catalyst is CN(C=O)C.O1CCCC1. The product is [C:1]([C:5]1[CH:17]=[CH:16][C:8]2[O:9][CH:10]([C:13]([NH:29][CH2:28][C:21]3[C:22]4[C:27](=[CH:26][CH:25]=[CH:24][CH:23]=4)[N:18]=[CH:19][CH:20]=3)=[O:15])[CH2:11][O:12][C:7]=2[CH:6]=1)([CH3:2])([CH3:3])[CH3:4]. The yield is 0.640. (8) The reactants are [CH2:1]([OH:11])[CH2:2][CH2:3][CH2:4][CH2:5][CH2:6][CH2:7][CH2:8][CH2:9][OH:10].[OH-].[Na+].S(OC)(O[CH3:18])(=O)=O. The catalyst is CS(C)=O.O. The product is [CH3:18][O:11][CH2:1][CH2:2][CH2:3][CH2:4][CH2:5][CH2:6][CH2:7][CH2:8][CH2:9][OH:10]. The yield is 0.219.